Task: Predict the reaction yield, written as a fraction of the theoretical maximum amount of product (1.0 means a 100% yield; for example, 0.34 means a 34% yield).. Dataset: Reaction yield outcomes from USPTO patents with 853,638 reactions (1) The reactants are [CH3:1][S:2][C:3]1[CH:15]=[CH:14][C:6]([CH2:7][NH:8][CH2:9][CH:10]([OH:13])[CH2:11][CH3:12])=[CH:5][CH:4]=1.[C:16]([C:24]1[CH:32]=[C:31]([Br:33])[CH:30]=[CH:29][C:25]=1[C:26](O)=[O:27])(=O)[C:17]1[CH:22]=[CH:21][CH:20]=[CH:19][CH:18]=1.ON1C2C=CC=CC=2N=N1.CCN=C=NCCCN(C)C. The catalyst is CN(C=O)C.C(N(CC)CC)C. The product is [Br:33][C:31]1[CH:32]=[C:24]2[C:25](=[CH:29][CH:30]=1)[C:26](=[O:27])[N:8]([CH2:7][C:6]1[CH:5]=[CH:4][C:3]([S:2][CH3:1])=[CH:15][CH:14]=1)[C:9]([C:10](=[O:13])[CH2:11][CH3:12])=[C:16]2[C:17]1[CH:22]=[CH:21][CH:20]=[CH:19][CH:18]=1. The yield is 0.340. (2) The reactants are C(C1C=CC(S([N:14]2[C:18]3=[N:19][CH:20]=[C:21]([NH:23][NH2:24])[N:22]=[C:17]3[CH:16]=[CH:15]2)(=O)=O)=CC=1)(C)(C)C.CCN(C(C)C)C(C)C.[CH:34]1([C:40](Cl)=O)[CH2:39][CH2:38][CH2:37][CH2:36][CH2:35]1.O=S(Cl)Cl.C([O-])([O-])=O.[Na+].[Na+]. The catalyst is O1CCOCC1. The product is [CH:34]1([C:40]2[N:22]3[C:17]4[CH:16]=[CH:15][NH:14][C:18]=4[N:19]=[CH:20][C:21]3=[N:23][N:24]=2)[CH2:39][CH2:38][CH2:37][CH2:36][CH2:35]1. The yield is 0.400.